From a dataset of Catalyst prediction with 721,799 reactions and 888 catalyst types from USPTO. Predict which catalyst facilitates the given reaction. (1) Reactant: Cl[C:2]1[N:3]=[CH:4][C:5]([C:8]([OH:10])=[O:9])=[N:6][CH:7]=1.[CH:11]1([CH2:14][OH:15])[CH2:13][CH2:12]1.CC(C)([O-])C.[K+]. Product: [CH:11]1([CH2:14][O:15][C:2]2[N:3]=[CH:4][C:5]([C:8]([OH:10])=[O:9])=[N:6][CH:7]=2)[CH2:13][CH2:12]1. The catalyst class is: 9. (2) Reactant: [CH2:1]([C:8]1[CH:16]=[CH:15][C:11](C(O)=O)=[CH:10][CH:9]=1)[CH2:2][CH2:3][CH2:4][CH2:5][CH2:6][CH3:7].CC[N:19]([CH2:22]C)CC.C1(P(N=[N+]=[N-])(C2C=CC=CC=2)=[O:31])C=CC=CC=1. Product: [CH2:1]([C:8]1[CH:9]=[CH:10][C:11]([N:19]=[C:22]=[O:31])=[CH:15][CH:16]=1)[CH2:2][CH2:3][CH2:4][CH2:5][CH2:6][CH3:7]. The catalyst class is: 11. (3) Reactant: [Br:1][C:2]1[C:7]2[N:8]=[C:9]([CH3:11])[NH:10][C:6]=2[CH:5]=[C:4]([NH2:12])[CH:3]=1.Br[CH2:14][CH2:15][O:16][CH2:17][CH2:18]Br.CCN(C(C)C)C(C)C. Product: [Br:1][C:2]1[C:7]2[N:8]=[C:9]([CH3:11])[NH:10][C:6]=2[CH:5]=[C:4]([N:12]2[CH2:18][CH2:17][O:16][CH2:15][CH2:14]2)[CH:3]=1. The catalyst class is: 746.